Dataset: Forward reaction prediction with 1.9M reactions from USPTO patents (1976-2016). Task: Predict the product of the given reaction. (1) Given the reactants [Cl:1][C:2]1[CH:10]=[CH:9][C:8]([C:11]2[C:12]([C@@H:29]([NH:39][C:40](=[O:57])[CH2:41][N:42]3[C:46]4[C:47]([F:52])([F:51])[C@@H:48]5[CH2:50][C@@H:49]5[C:45]=4[C:44]([C:53]([F:56])([F:55])[F:54])=[N:43]3)[CH2:30][C:31]3[CH:36]=[C:35]([F:37])[CH:34]=[C:33]([F:38])[CH:32]=3)=[N:13][C:14]([C:17]#[C:18][C:19]([CH3:28])([N:21]3[CH2:26][CH2:25][N:24]([CH3:27])[CH2:23]C3)[CH3:20])=[CH:15][CH:16]=2)=[C:7]2[C:3]=1[C:4]([NH:59][S:60]([CH3:63])(=[O:62])=[O:61])=[N:5][N:6]2[CH3:58].CN1CC(N)C1, predict the reaction product. The product is: [Cl:1][C:2]1[CH:10]=[CH:9][C:8]([C:11]2[C:12]([C@@H:29]([NH:39][C:40](=[O:57])[CH2:41][N:42]3[C:46]4[C:47]([F:52])([F:51])[C@@H:48]5[CH2:50][C@@H:49]5[C:45]=4[C:44]([C:53]([F:54])([F:55])[F:56])=[N:43]3)[CH2:30][C:31]3[CH:36]=[C:35]([F:37])[CH:34]=[C:33]([F:38])[CH:32]=3)=[N:13][C:14]([C:17]#[C:18][C:19]([CH3:20])([NH:21][CH:26]3[CH2:27][N:24]([CH3:23])[CH2:25]3)[CH3:28])=[CH:15][CH:16]=2)=[C:7]2[C:3]=1[C:4]([NH:59][S:60]([CH3:63])(=[O:61])=[O:62])=[N:5][N:6]2[CH3:58]. (2) Given the reactants [NH3:1].[Br:2][C:3]1[CH:4]=[CH:5][C:6]2[S:10][C:9]([CH2:11]Br)=[N:8][C:7]=2[CH:13]=1, predict the reaction product. The product is: [Br:2][C:3]1[CH:4]=[CH:5][C:6]2[S:10][C:9]([CH2:11][NH2:1])=[N:8][C:7]=2[CH:13]=1. (3) Given the reactants [Cl:1][C:2]1[CH:3]=[CH:4][C:5]2[CH2:11][CH2:10][C:9]3[CH:12]=[CH:13][CH:14]=[CH:15][C:8]=3[N:7]([CH2:16][CH2:17][CH2:18][NH2:19])[C:6]=2[CH:20]=1.C(N(CC)CC)C.Cl[C:29]([O:31][CH3:32])=[O:30].[Na+].[Cl-], predict the reaction product. The product is: [Cl:1][C:2]1[CH:3]=[CH:4][C:5]2[CH2:11][CH2:10][C:9]3[CH:12]=[CH:13][CH:14]=[CH:15][C:8]=3[N:7]([CH2:16][CH2:17][CH2:18][NH:19][C:29](=[O:30])[O:31][CH3:32])[C:6]=2[CH:20]=1. (4) Given the reactants Br[C:2]1[N:6]2[CH:7]=[CH:8][C:9]([CH3:11])=[CH:10][C:5]2=[N:4][CH:3]=1.[CH3:12][O:13][C:14]1[CH:15]=[C:16](B(O)O)[CH:17]=[CH:18][CH:19]=1.O, predict the reaction product. The product is: [CH3:12][O:13][C:14]1[CH:19]=[C:18]([C:2]2[N:6]3[CH:7]=[CH:8][C:9]([CH3:11])=[CH:10][C:5]3=[N:4][CH:3]=2)[CH:17]=[CH:16][CH:15]=1. (5) Given the reactants [CH2:1]([O:8][C:9]1[C:10]([C:29]([OH:31])=O)=[N:11][C:12]([CH2:16][C:17]2[CH:22]=[CH:21][CH:20]=[CH:19][C:18]=2[C:23]2[CH:28]=[CH:27][CH:26]=[CH:25][CH:24]=2)=[N:13][C:14]=1[OH:15])[C:2]1[CH:7]=[CH:6][CH:5]=[CH:4][CH:3]=1.[Si:32]([O:39][CH2:40][CH2:41][NH:42][CH:43]([CH3:45])[CH3:44])([C:35]([CH3:38])([CH3:37])[CH3:36])([CH3:34])[CH3:33].[Si](OCCN(C)C(C1C(OCC2C=CC=CC=2)=C(O)N=C(CC2C=CC=CC=2C2C=CC=CC=2)N=1)=O)(C(C)(C)C)(C)C, predict the reaction product. The product is: [Si:32]([O:39][CH2:40][CH2:41][N:42]([CH:43]([CH3:45])[CH3:44])[C:29]([C:10]1[C:9]([O:8][CH2:1][C:2]2[CH:3]=[CH:4][CH:5]=[CH:6][CH:7]=2)=[C:14]([OH:15])[N:13]=[C:12]([CH2:16][C:17]2[CH:22]=[CH:21][CH:20]=[CH:19][C:18]=2[C:23]2[CH:24]=[CH:25][CH:26]=[CH:27][CH:28]=2)[N:11]=1)=[O:31])([C:35]([CH3:38])([CH3:37])[CH3:36])([CH3:34])[CH3:33]. (6) Given the reactants Cl.[Cl:2]C1C(C#N)=C2N(C=1C1C=NC=CC=1)CCC(Cl)(Cl)C2=O.[Cl:23][C:24]1[C:25]([C:41]#[N:42])=[C:26]2[N:31]([C:32]=1[C:33]1[CH:34]=[N:35][CH:36]=[CH:37][CH:38]=1)[CH2:30][CH2:29][C:28]([Cl:39])=[C:27]2[Cl:40], predict the reaction product. The product is: [ClH:2].[ClH:23].[Cl:23][C:24]1[C:25]([C:41]#[N:42])=[C:26]2[N:31]([C:32]=1[C:33]1[CH:34]=[N:35][CH:36]=[CH:37][CH:38]=1)[CH2:30][CH2:29][C:28]([Cl:39])=[C:27]2[Cl:40]. (7) The product is: [F:28][C:3]([F:2])([F:27])[C:4]1[CH:5]=[C:6]([S:14]([NH:17][C:18]2[S:19][C:20]3[CH2:21][N:22]([C:30]4[CH:38]=[C:37]([C:39]([F:40])([F:42])[F:41])[CH:36]=[CH:35][C:31]=4[C:32]([NH2:34])=[O:33])[CH2:23][CH2:24][C:25]=3[N:26]=2)(=[O:15])=[O:16])[CH:7]=[C:8]([C:10]([F:11])([F:12])[F:13])[CH:9]=1. Given the reactants Cl.[F:2][C:3]([F:28])([F:27])[C:4]1[CH:5]=[C:6]([S:14]([NH:17][C:18]2[S:19][C:20]3[CH2:21][NH2+:22][CH2:23][CH2:24][C:25]=3[N:26]=2)(=[O:16])=[O:15])[CH:7]=[C:8]([C:10]([F:13])([F:12])[F:11])[CH:9]=1.F[C:30]1[CH:38]=[C:37]([C:39]([F:42])([F:41])[F:40])[CH:36]=[CH:35][C:31]=1[C:32]([NH2:34])=[O:33].C([O-])([O-])=O.[K+].[K+], predict the reaction product. (8) Given the reactants [N+:1]([C:4]1[CH:16]=[CH:15][C:14]2[C:13]3[C:8](=[N:9][CH:10]=[CH:11][CH:12]=3)[CH2:7][C:6]=2[CH:5]=1)([O-])=O.[ClH:17], predict the reaction product. The product is: [NH:9]1[CH2:10][CH2:11][CH2:12][C@@H:13]2[C:14]3[CH:15]=[CH:16][C:4]([NH2:1])=[CH:5][C:6]=3[CH2:7][C@H:8]12.[ClH:17]. (9) Given the reactants [Br:1][C:2]1[CH:3]=[N:4][C:5](I)=[N:6][CH:7]=1.[F:9][C:10]([F:21])([F:20])[C:11]1[CH:16]=[CH:15][C:14](B(O)O)=[CH:13][CH:12]=1.C([O-])([O-])=O.[Na+].[Na+], predict the reaction product. The product is: [Br:1][C:2]1[CH:3]=[N:4][C:5]([C:14]2[CH:15]=[CH:16][C:11]([C:10]([F:21])([F:20])[F:9])=[CH:12][CH:13]=2)=[N:6][CH:7]=1.